From a dataset of Catalyst prediction with 721,799 reactions and 888 catalyst types from USPTO. Predict which catalyst facilitates the given reaction. (1) Reactant: [O:1]=[C:2]([N:34]1[CH2:39][CH2:38][NH:37][CH2:36][CH2:35]1)[CH2:3][NH:4][C:5]([C:7]1[CH:11]=[C:10]([O:12][CH2:13][C:14]([N:16]2[CH2:20][CH2:19][CH2:18][C@H:17]2[C:21](=[O:27])[NH:22][CH:23]2[CH2:26][CH2:25][CH2:24]2)=[O:15])[N:9]([C:28]2[CH:33]=[CH:32][CH:31]=[CH:30][CH:29]=2)[N:8]=1)=[O:6].CCN(C(C)C)C(C)C.[CH2:49]([N:53]=[C:54]=[O:55])[CH2:50][CH2:51][CH3:52]. Product: [CH2:49]([NH:53][C:54]([N:37]1[CH2:38][CH2:39][N:34]([C:2](=[O:1])[CH2:3][NH:4][C:5]([C:7]2[CH:11]=[C:10]([O:12][CH2:13][C:14]([N:16]3[CH2:20][CH2:19][CH2:18][C@H:17]3[C:21](=[O:27])[NH:22][CH:23]3[CH2:24][CH2:25][CH2:26]3)=[O:15])[N:9]([C:28]3[CH:29]=[CH:30][CH:31]=[CH:32][CH:33]=3)[N:8]=2)=[O:6])[CH2:35][CH2:36]1)=[O:55])[CH2:50][CH2:51][CH3:52]. The catalyst class is: 4. (2) Reactant: C([O:3][CH2:4][CH2:5][O:6][NH:7][C:8]([C:10]1[CH:11]=[CH:12][C:13]2[N:14]([CH:27]=[N:28][CH:29]=2)[C:15]=1[NH:16][C:17]1[CH:22]=[CH:21][C:20]([CH:23]2[CH2:25][CH2:24]2)=[CH:19][C:18]=1[F:26])=[O:9])=C.Cl. Product: [OH:3][CH2:4][CH2:5][O:6][NH:7][C:8]([C:10]1[CH:11]=[CH:12][C:13]2[N:14]([CH:27]=[N:28][CH:29]=2)[C:15]=1[NH:16][C:17]1[CH:22]=[CH:21][C:20]([CH:23]2[CH2:24][CH2:25]2)=[CH:19][C:18]=1[F:26])=[O:9]. The catalyst class is: 5. (3) Reactant: [F:1][C:2]1[CH:3]=[N:4][C:5]([Cl:8])=[N:6][CH:7]=1.[C:9](OOC(=O)C1C=CC=CC=1)(=[O:16])C1C=CC=CC=1.FC(F)(F)C(O)=O. Product: [Cl:8][C:5]1[N:6]=[C:7]([CH2:9][OH:16])[C:2]([F:1])=[CH:3][N:4]=1. The catalyst class is: 5. (4) Reactant: [Cl:1][C:2]1[CH:10]=[C:9]2[C:5]([C:6]([CH2:18][C:19]3[CH:24]=[CH:23][CH:22]=[C:21]([Cl:25])[CH:20]=3)([CH:12]3[CH2:17][CH2:16][CH2:15][NH:14][CH2:13]3)[C:7](=[O:11])[NH:8]2)=[CH:4][CH:3]=1.C(N(CC)CC)C.[N:33]([C:36]1[CH:37]=[N:38][CH:39]=[CH:40][CH:41]=1)=[C:34]=[O:35]. Product: [N:38]1[CH:39]=[CH:40][CH:41]=[C:36]([NH:33][C:34]([N:14]2[CH2:15][CH2:16][CH2:17][CH:12]([C:6]3([CH2:18][C:19]4[CH:24]=[CH:23][CH:22]=[C:21]([Cl:25])[CH:20]=4)[C:5]4[C:9](=[CH:10][C:2]([Cl:1])=[CH:3][CH:4]=4)[NH:8][C:7]3=[O:11])[CH2:13]2)=[O:35])[CH:37]=1. The catalyst class is: 4. (5) Reactant: [CH3:1][C@H:2]1[N:13]([CH3:14])[C:12](=[O:15])[C@H:11]([CH2:16][C:17]([O:19]C(C)(C)C)=[O:18])[CH2:10][CH:9]=[CH:8][CH2:7][CH2:6][C:5](=[O:24])[O:4][C@@H:3]1[C:25]1[CH:30]=[CH:29][CH:28]=[CH:27][CH:26]=1.FC(F)(F)C(O)=O. Product: [CH3:1][C@H:2]1[N:13]([CH3:14])[C:12](=[O:15])[C@H:11]([CH2:16][C:17]([OH:19])=[O:18])[CH2:10][CH:9]=[CH:8][CH2:7][CH2:6][C:5](=[O:24])[O:4][C@@H:3]1[C:25]1[CH:26]=[CH:27][CH:28]=[CH:29][CH:30]=1. The catalyst class is: 2. (6) Reactant: [Cl:1][C:2]1[CH:10]=[CH:9][C:5]([C:6](O)=[O:7])=[CH:4][C:3]=1[O:11][CH3:12]. Product: [Cl:1][C:2]1[CH:10]=[CH:9][C:5]([CH2:6][OH:7])=[CH:4][C:3]=1[O:11][CH3:12]. The catalyst class is: 1. (7) Reactant: [C:1]([O:5][C:6]([N:8]1[CH2:12][CH2:11][CH2:10][CH:9]1[C:13]1[N:14]([CH2:19][O:20][CH2:21][CH2:22][Si:23]([CH3:26])([CH3:25])[CH3:24])[CH:15]=[C:16](Br)[N:17]=1)=[O:7])([CH3:4])([CH3:3])[CH3:2].[Li]C(C)(C)C.[C:32](=[O:34])=[O:33]. Product: [C:1]([O:5][C:6]([N:8]1[CH2:12][CH2:11][CH2:10][CH:9]1[C:13]1[N:14]([CH2:19][O:20][CH2:21][CH2:22][Si:23]([CH3:26])([CH3:25])[CH3:24])[CH:15]=[C:16]([C:32]([OH:34])=[O:33])[N:17]=1)=[O:7])([CH3:4])([CH3:3])[CH3:2]. The catalyst class is: 1. (8) Reactant: C1(C(NC2C(C(N)=[O:15])=CN=C(SC)N=2)(C)C)CC1.C1C=C(Cl)C=C(C(OO)=O)C=1.[CH:30]1([C:33]([NH:36][C:37]2[C:42]([C:43]([NH2:45])=[O:44])=[CH:41][N:40]=[C:39]([S:46]([CH3:48])=[O:47])[N:38]=2)([CH3:35])[CH3:34])[CH2:32][CH2:31]1. Product: [CH:30]1([C:33]([NH:36][C:37]2[C:42]([C:43]([NH2:45])=[O:44])=[CH:41][N:40]=[C:39]([S:46]([CH3:48])(=[O:15])=[O:47])[N:38]=2)([CH3:35])[CH3:34])[CH2:32][CH2:31]1. The catalyst class is: 1. (9) Reactant: [OH:1][C:2]1[CH:7]=[CH:6][C:5]([C@@H:8]([C:14]#[C:15][CH2:16][CH3:17])[CH2:9][C:10]([O:12][CH3:13])=[O:11])=[CH:4][CH:3]=1. The catalyst class is: 99. Product: [OH:1][C:2]1[CH:3]=[CH:4][C:5]([C@@H:8]([CH2:14][CH2:15][CH2:16][CH3:17])[CH2:9][C:10]([O:12][CH3:13])=[O:11])=[CH:6][CH:7]=1.